The task is: Predict which catalyst facilitates the given reaction.. This data is from Catalyst prediction with 721,799 reactions and 888 catalyst types from USPTO. (1) Product: [Cl:26][C:23]1[S:22][C:21]([S:18]([NH:17][C:15]([N:14]2[CH2:13][CH2:12][N:11]([C:27]3[C:37]([C:38]#[N:39])=[CH:36][C:30]([CH:31]([O:33][CH2:34][CH3:35])[OH:32])=[C:29]([C:40]([F:43])([F:42])[F:41])[N:28]=3)[CH2:10][CH:9]2[CH2:8][CH2:7][C:6]([OH:44])=[O:5])=[O:16])(=[O:19])=[O:20])=[CH:25][CH:24]=1. The catalyst class is: 2. Reactant: C([O:5][C:6](=[O:44])[CH2:7][CH2:8][CH:9]1[N:14]([C:15]([NH:17][S:18]([C:21]2[S:22][C:23]([Cl:26])=[CH:24][CH:25]=2)(=[O:20])=[O:19])=[O:16])[CH2:13][CH2:12][N:11]([C:27]2[C:37]([C:38]#[N:39])=[CH:36][C:30]([C:31]([O:33][CH2:34][CH3:35])=[O:32])=[C:29]([C:40]([F:43])([F:42])[F:41])[N:28]=2)[CH2:10]1)(C)(C)C.FC(F)(F)C(O)=O. (2) Reactant: [NH2:1][C:2]1[N:7]=[CH:6][N:5]=[C:4]2[N:8]([C:19]([CH3:22])([CH3:21])[CH3:20])[N:9]=[C:10]([CH:11]([C:13]3[CH:18]=[CH:17][CH:16]=[CH:15][CH:14]=3)O)[C:3]=12.C([SiH](CC)CC)C. Product: [CH2:11]([C:10]1[C:3]2[C:4](=[N:5][CH:6]=[N:7][C:2]=2[NH2:1])[N:8]([C:19]([CH3:22])([CH3:21])[CH3:20])[N:9]=1)[C:13]1[CH:18]=[CH:17][CH:16]=[CH:15][CH:14]=1. The catalyst class is: 55. (3) Reactant: [F:1][C:2]1[CH:3]=[C:4]([CH:35]=[CH:36][C:37]=1[F:38])[CH2:5][N:6]1[CH2:34][CH2:33][C:9]2([N:18]([C:19]3[CH:24]=[CH:23][C:22]([O:25][CH3:26])=[CH:21][CH:20]=3)[C:17](=[O:27])[C:16]3[C:11](=[CH:12][C:13]([C:28]4[O:29][CH:30]=[CH:31][CH:32]=4)=[CH:14][CH:15]=3)[NH:10]2)[CH2:8][CH2:7]1.[I-].[CH3:40][N+:41]([CH3:43])=[CH2:42]. Product: [F:1][C:2]1[CH:3]=[C:4]([CH:35]=[CH:36][C:37]=1[F:38])[CH2:5][N:6]1[CH2:7][CH2:8][C:9]2([N:18]([C:19]3[CH:24]=[CH:23][C:22]([O:25][CH3:26])=[CH:21][CH:20]=3)[C:17](=[O:27])[C:16]3[C:11](=[CH:12][C:13]([C:28]4[O:29][C:30]([CH2:40][N:41]([CH3:43])[CH3:42])=[CH:31][CH:32]=4)=[CH:14][CH:15]=3)[NH:10]2)[CH2:33][CH2:34]1. The catalyst class is: 10.